Dataset: Full USPTO retrosynthesis dataset with 1.9M reactions from patents (1976-2016). Task: Predict the reactants needed to synthesize the given product. (1) Given the product [CH2:20]([N:12]1[C@@H:13]2[C@H:8]([C:7]3[CH:16]=[CH:17][C:4]([N+:1]([O-:3])=[O:2])=[CH:5][C:6]=3[CH2:15][CH2:14]2)[CH2:9][CH2:10][CH2:11]1)[CH:19]=[CH2:18], predict the reactants needed to synthesize it. The reactants are: [N+:1]([C:4]1[CH:17]=[CH:16][C:7]2[C@H:8]3[C@H:13]([CH2:14][CH2:15][C:6]=2[CH:5]=1)[NH:12][CH2:11][CH2:10][CH2:9]3)([O-:3])=[O:2].[CH2:18](Br)[CH:19]=[CH2:20]. (2) Given the product [C:23](=[NH:24])([O:21][CH2:20][CH2:19][C:16]1[CH:15]=[CH:14][C:13]([O:12][C:5]2[CH:4]=[CH:3][C:2]([CH3:7])=[C:29]([F:32])[CH:33]=2)=[CH:18][CH:17]=1)[NH2:22], predict the reactants needed to synthesize it. The reactants are: Cl[C:2]1[CH:3]=[CH:4][C:5]([O:12][C:13]2[CH:18]=[CH:17][C:16]([CH2:19][CH2:20][OH:21])=[CH:15][CH:14]=2)=N[C:7]=1C(F)(F)F.[N:22]#[C:23][NH2:24].OS([C:29]([F:32])(F)F)(=O)=O.[CH2:33]1COCC1. (3) Given the product [CH:4]1([C@H:10]([NH:15][C:16]([C:18]2[C:27]([NH:28][C:29]([NH:31][C:32]3[C:33]([Cl:40])=[CH:34][C:35]([Cl:39])=[CH:36][C:37]=3[Cl:38])=[O:30])=[CH:26][C:25]3[C:20](=[CH:21][CH:22]=[CH:23][CH:24]=3)[CH:19]=2)=[O:17])[C:11]([OH:13])=[O:12])[CH2:9][CH2:8][CH2:7][CH2:6][CH2:5]1, predict the reactants needed to synthesize it. The reactants are: O.[OH-].[Li+].[CH:4]1([C@H:10]([NH:15][C:16]([C:18]2[C:27]([NH:28][C:29]([NH:31][C:32]3[C:37]([Cl:38])=[CH:36][C:35]([Cl:39])=[CH:34][C:33]=3[Cl:40])=[O:30])=[CH:26][C:25]3[C:20](=[CH:21][CH:22]=[CH:23][CH:24]=3)[CH:19]=2)=[O:17])[C:11]([O:13]C)=[O:12])[CH2:9][CH2:8][CH2:7][CH2:6][CH2:5]1.CO.Cl.